Dataset: NCI-60 drug combinations with 297,098 pairs across 59 cell lines. Task: Regression. Given two drug SMILES strings and cell line genomic features, predict the synergy score measuring deviation from expected non-interaction effect. (1) Drug 1: COC1=C2C(=CC3=C1OC=C3)C=CC(=O)O2. Drug 2: CC(C)CN1C=NC2=C1C3=CC=CC=C3N=C2N. Cell line: LOX IMVI. Synergy scores: CSS=-6.18, Synergy_ZIP=-2.82, Synergy_Bliss=-14.6, Synergy_Loewe=-12.5, Synergy_HSA=-14.4. (2) Drug 1: C1=NNC2=C1C(=O)NC=N2. Drug 2: B(C(CC(C)C)NC(=O)C(CC1=CC=CC=C1)NC(=O)C2=NC=CN=C2)(O)O. Cell line: SK-MEL-2. Synergy scores: CSS=46.3, Synergy_ZIP=4.43, Synergy_Bliss=5.90, Synergy_Loewe=-49.9, Synergy_HSA=1.95. (3) Drug 1: CC12CCC3C(C1CCC2=O)CC(=C)C4=CC(=O)C=CC34C. Drug 2: CN(CC1=CN=C2C(=N1)C(=NC(=N2)N)N)C3=CC=C(C=C3)C(=O)NC(CCC(=O)O)C(=O)O. Cell line: M14. Synergy scores: CSS=46.8, Synergy_ZIP=-6.86, Synergy_Bliss=-1.53, Synergy_Loewe=-11.2, Synergy_HSA=-0.228. (4) Drug 1: CC1=C(C(=CC=C1)Cl)NC(=O)C2=CN=C(S2)NC3=CC(=NC(=N3)C)N4CCN(CC4)CCO. Drug 2: CNC(=O)C1=NC=CC(=C1)OC2=CC=C(C=C2)NC(=O)NC3=CC(=C(C=C3)Cl)C(F)(F)F. Cell line: SNB-19. Synergy scores: CSS=11.5, Synergy_ZIP=0.879, Synergy_Bliss=-2.60, Synergy_Loewe=-15.0, Synergy_HSA=-2.70. (5) Drug 1: CCC1(CC2CC(C3=C(CCN(C2)C1)C4=CC=CC=C4N3)(C5=C(C=C6C(=C5)C78CCN9C7C(C=CC9)(C(C(C8N6C)(C(=O)OC)O)OC(=O)C)CC)OC)C(=O)OC)O.OS(=O)(=O)O. Drug 2: C1CC(=O)NC(=O)C1N2C(=O)C3=CC=CC=C3C2=O. Cell line: BT-549. Synergy scores: CSS=7.90, Synergy_ZIP=-1.32, Synergy_Bliss=-0.759, Synergy_Loewe=-19.1, Synergy_HSA=0.373. (6) Drug 1: CC(CN1CC(=O)NC(=O)C1)N2CC(=O)NC(=O)C2. Drug 2: C1CCC(C(C1)N)N.C(=O)(C(=O)[O-])[O-].[Pt+4]. Cell line: HOP-62. Synergy scores: CSS=7.80, Synergy_ZIP=-3.46, Synergy_Bliss=-0.0694, Synergy_Loewe=-13.9, Synergy_HSA=1.05. (7) Drug 1: COC1=CC(=CC(=C1O)OC)C2C3C(COC3=O)C(C4=CC5=C(C=C24)OCO5)OC6C(C(C7C(O6)COC(O7)C8=CC=CS8)O)O. Drug 2: N.N.Cl[Pt+2]Cl. Cell line: TK-10. Synergy scores: CSS=7.44, Synergy_ZIP=-6.58, Synergy_Bliss=-4.22, Synergy_Loewe=-19.4, Synergy_HSA=-4.54. (8) Drug 1: CC1C(C(CC(O1)OC2CC(CC3=C2C(=C4C(=C3O)C(=O)C5=C(C4=O)C(=CC=C5)OC)O)(C(=O)CO)O)N)O.Cl. Drug 2: C1=CC(=CC=C1CCC2=CNC3=C2C(=O)NC(=N3)N)C(=O)NC(CCC(=O)O)C(=O)O. Cell line: SK-MEL-28. Synergy scores: CSS=17.2, Synergy_ZIP=-5.78, Synergy_Bliss=-0.0625, Synergy_Loewe=-7.12, Synergy_HSA=-0.906. (9) Drug 1: C1CCN(CC1)CCOC2=CC=C(C=C2)C(=O)C3=C(SC4=C3C=CC(=C4)O)C5=CC=C(C=C5)O. Drug 2: CN1CCC(CC1)COC2=C(C=C3C(=C2)N=CN=C3NC4=C(C=C(C=C4)Br)F)OC. Cell line: UACC62. Synergy scores: CSS=2.20, Synergy_ZIP=-0.454, Synergy_Bliss=3.36, Synergy_Loewe=-1.64, Synergy_HSA=1.37.